This data is from Forward reaction prediction with 1.9M reactions from USPTO patents (1976-2016). The task is: Predict the product of the given reaction. (1) Given the reactants [CH3:1][O:2][C:3]1[CH:4]=[C:5]2[C:9](=[CH:10][CH:11]=1)[N:8]([CH3:12])[CH:7]=[C:6]2[C:13]1[N:23]([CH2:24][O:25][CH2:26][CH2:27][Si:28]([CH3:31])([CH3:30])[CH3:29])[C:16]2=[N:17][CH:18]=[C:19]([CH2:21][NH2:22])[N:20]=[C:15]2[CH:14]=1.[O:32]1[CH2:36][CH2:35][CH2:34][C:33]1=[O:37].N1C=NC=N1.C1CCN2C(=NCCC2)CC1, predict the reaction product. The product is: [OH:37][CH2:33][CH2:34][CH2:35][C:36]([NH:22][CH2:21][C:19]1[N:20]=[C:15]2[CH:14]=[C:13]([C:6]3[C:5]4[C:9](=[CH:10][CH:11]=[C:3]([O:2][CH3:1])[CH:4]=4)[N:8]([CH3:12])[CH:7]=3)[N:23]([CH2:24][O:25][CH2:26][CH2:27][Si:28]([CH3:30])([CH3:29])[CH3:31])[C:16]2=[N:17][CH:18]=1)=[O:32]. (2) Given the reactants [Cl:1]N1C(=O)CCC1=O.Cl.[F:10][C:11]([F:34])([F:33])[C:12]([NH:14][C:15]1[CH:20]=[C:19]([F:21])[C:18]([O:22][C:23]2[CH:28]=[CH:27][N:26]=[C:25]3[NH:29][CH:30]=[CH:31][C:24]=23)=[C:17]([F:32])[CH:16]=1)=[O:13], predict the reaction product. The product is: [Cl:1][C:31]1[C:24]2[C:25](=[N:26][CH:27]=[CH:28][C:23]=2[O:22][C:18]2[C:19]([F:21])=[CH:20][C:15]([NH:14][C:12](=[O:13])[C:11]([F:10])([F:33])[F:34])=[CH:16][C:17]=2[F:32])[NH:29][CH:30]=1. (3) The product is: [Cl:14][C:15]1[N:20]=[C:19]([NH:1][C:2]2[CH:7]=[N:6][C:5]([Cl:8])=[CH:4][CH:3]=2)[CH:18]=[C:17]([C:22]2[CH:27]=[CH:26][CH:25]=[CH:24][CH:23]=2)[N:16]=1. Given the reactants [NH2:1][C:2]1[CH:3]=[CH:4][C:5]([Cl:8])=[N:6][CH:7]=1.[Li]CCCC.[Cl:14][C:15]1[N:20]=[C:19](Cl)[CH:18]=[C:17]([C:22]2[C:27](F)=[CH:26][CH:25]=[CH:24][C:23]=2Cl)[N:16]=1.C(=O)(O)[O-].[Na+], predict the reaction product. (4) Given the reactants Cl[C:2]1[N:11]=[C:10]([NH:12][CH2:13][CH:14]([C:21]2[CH:26]=[CH:25][CH:24]=[CH:23][CH:22]=2)[C:15]2[CH:20]=[CH:19][N:18]=[CH:17][CH:16]=2)[C:9]2[C:4](=[CH:5][CH:6]=[CH:7][CH:8]=2)[N:3]=1.[CH3:27][S:28]([NH:31][C:32]1[CH:37]=[CH:36][C:35](B(O)O)=[CH:34][CH:33]=1)(=[O:30])=[O:29].C1(C(C2C=CC=CN=2)CNC2C3C(=CC=CC=3)N=C(C3C=CC(NS(C)(=O)=O)=CC=3)N=2)C=CC=CC=1, predict the reaction product. The product is: [C:21]1([CH:14]([C:15]2[CH:20]=[CH:19][N:18]=[CH:17][CH:16]=2)[CH2:13][NH:12][C:10]2[C:9]3[C:4](=[CH:5][CH:6]=[CH:7][CH:8]=3)[N:3]=[C:2]([C:35]3[CH:34]=[CH:33][C:32]([NH:31][S:28]([CH3:27])(=[O:29])=[O:30])=[CH:37][CH:36]=3)[N:11]=2)[CH:26]=[CH:25][CH:24]=[CH:23][CH:22]=1. (5) Given the reactants CC(C)([O-])C.[K+].[C:7]([O:11][C:12](=[O:31])[NH:13][C:14]([CH3:30])([CH3:29])[CH2:15][N:16]([C:25](=[O:28])[CH2:26]Br)[C:17]1[CH:22]=[C:21]([F:23])[CH:20]=[CH:19][C:18]=1[Cl:24])([CH3:10])([CH3:9])[CH3:8].[Cl-].[NH4+], predict the reaction product. The product is: [C:7]([O:11][C:12]([N:13]1[CH2:26][C:25](=[O:28])[N:16]([C:17]2[CH:22]=[C:21]([F:23])[CH:20]=[CH:19][C:18]=2[Cl:24])[CH2:15][C:14]1([CH3:30])[CH3:29])=[O:31])([CH3:10])([CH3:9])[CH3:8]. (6) The product is: [CH2:1]([O:8][C:9]([N:11]1[CH2:12][CH2:13][CH:14]([NH:17][C:18]2[CH:23]=[CH:22][C:21]([N:24]3[CH2:28][C@H:27]([CH2:29][NH2:30])[O:26][C:25]3=[O:33])=[CH:20][C:19]=2[F:34])[CH2:15][CH2:16]1)=[O:10])[C:2]1[CH:3]=[CH:4][CH:5]=[CH:6][CH:7]=1. Given the reactants [CH2:1]([O:8][C:9]([N:11]1[CH2:16][CH2:15][CH:14]([NH:17][C:18]2[CH:23]=[CH:22][C:21]([N:24]3[CH2:28][C@H:27]([CH2:29][N:30]=[N+]=[N-])[O:26][C:25]3=[O:33])=[CH:20][C:19]=2[F:34])[CH2:13][CH2:12]1)=[O:10])[C:2]1[CH:7]=[CH:6][CH:5]=[CH:4][CH:3]=1.C1(P(C2C=CC=CC=2)C2C=CC=CC=2)C=CC=CC=1.O, predict the reaction product. (7) The product is: [C:18]([C@H:6]1[CH2:9][C@H:8]([NH:10][C:11](=[O:12])[O:13][C:14]([CH3:17])([CH3:16])[CH3:15])[CH2:7]1)#[N:19]. Given the reactants CS(O[C@H:6]1[CH2:9][C@@H:8]([NH:10][C:11]([O:13][C:14]([CH3:17])([CH3:16])[CH3:15])=[O:12])[CH2:7]1)(=O)=O.[C-:18]#[N:19].[Na+], predict the reaction product.